From a dataset of Catalyst prediction with 721,799 reactions and 888 catalyst types from USPTO. Predict which catalyst facilitates the given reaction. (1) Reactant: CN.[F:3][C:4]([F:29])([F:28])[C:5]1[CH:10]=[CH:9][N:8]=[C:7]([CH2:11][CH:12]2[CH2:16][CH2:15][CH2:14][CH:13]2[N:17]2C(=O)C3C(=CC=CC=3)C2=O)[CH:6]=1. Product: [F:29][C:4]([F:3])([F:28])[C:5]1[CH:10]=[CH:9][N:8]=[C:7]([CH2:11][CH:12]2[CH2:16][CH2:15][CH2:14][CH:13]2[NH2:17])[CH:6]=1. The catalyst class is: 8. (2) Reactant: [CH:1]([O:4][C:5]1[CH:14]=[C:13]([C:15]([F:18])([F:17])[F:16])[C:12]2[C:7](=[CH:8][CH:9]=[C:10]([C:19](O)=[O:20])[CH:11]=2)[N:6]=1)([CH3:3])[CH3:2].CN1C2C=CC(C(Cl)=O)=CC=2OC1=O.Br[CH2:37][C:38]1[CH:53]=[CH:52][C:41]([O:42][C:43]2[CH:50]=[CH:49][C:46]([C:47]#[N:48])=[C:45]([Cl:51])[CH:44]=2)=[CH:40][C:39]=1[Cl:54]. Product: [Cl:51][C:45]1[CH:44]=[C:43]([O:42][C:41]2[CH:52]=[CH:53][C:38]([CH2:37][C:19]([C:10]3[CH:11]=[C:12]4[C:7](=[CH:8][CH:9]=3)[N:6]=[C:5]([O:4][CH:1]([CH3:2])[CH3:3])[CH:14]=[C:13]4[C:15]([F:16])([F:17])[F:18])=[O:20])=[C:39]([Cl:54])[CH:40]=2)[CH:50]=[CH:49][C:46]=1[C:47]#[N:48]. The catalyst class is: 401. (3) Reactant: [Cl:1][C:2]1[N:7]([CH3:8])[C:6](=[O:9])[C:5]([O:10]C)=[CH:4][N:3]=1.B(Br)(Br)Br. Product: [Cl:1][C:2]1[N:7]([CH3:8])[C:6](=[O:9])[C:5]([OH:10])=[CH:4][N:3]=1. The catalyst class is: 2. (4) Reactant: [CH2:1]([N:5]([CH2:21][C:22]1[CH:32]=[CH:31][C:25]2[CH2:26][CH2:27][CH2:28][CH2:29][O:30][C:24]=2[CH:23]=1)[C:6]([CH:8]1[O:13][CH2:12][CH2:11][N:10](C(OC(C)(C)C)=O)[CH2:9]1)=[O:7])[CH:2]([CH3:4])[CH3:3].[ClH:33]. Product: [ClH:33].[CH2:1]([N:5]([CH2:21][C:22]1[CH:32]=[CH:31][C:25]2[CH2:26][CH2:27][CH2:28][CH2:29][O:30][C:24]=2[CH:23]=1)[C:6]([CH:8]1[O:13][CH2:12][CH2:11][NH:10][CH2:9]1)=[O:7])[CH:2]([CH3:4])[CH3:3]. The catalyst class is: 12. (5) Reactant: [CH3:1][C:2]1[C:3]([CH:8]2[CH2:13][CH2:12][CH2:11][CH:10]([C:14]3[C:19]([CH3:20])=[CH:18][CH:17]=[CH:16][N:15]=3)[NH:9]2)=[N:4][CH:5]=[CH:6][CH:7]=1.[CH3:21][O:22][C:23](=[O:36])[C:24]1[CH:33]=[CH:32][C:31]([CH2:34]Br)=[C:26]([C:27]([O:29][CH3:30])=[O:28])[CH:25]=1.CCN(C(C)C)C(C)C. The catalyst class is: 3. Product: [CH3:21][O:22][C:23](=[O:36])[C:24]1[CH:33]=[CH:32][C:31]([CH2:34][N:9]2[CH:8]([C:3]3[C:2]([CH3:1])=[CH:7][CH:6]=[CH:5][N:4]=3)[CH2:13][CH2:12][CH2:11][CH:10]2[C:14]2[C:19]([CH3:20])=[CH:18][CH:17]=[CH:16][N:15]=2)=[C:26]([C:27]([O:29][CH3:30])=[O:28])[CH:25]=1. (6) Reactant: [NH2:1][CH2:2][CH2:3][C:4]1[N:5]=[C:6]([S:9][C:10]([CH3:15])([CH3:14])[C:11]([OH:13])=[O:12])[S:7][CH:8]=1.C1C=C2N=NN(O)C2=CC=1.O.C(N=C=NC(C)C)(C)C.[CH3:36][CH:37]([CH3:47])[CH2:38][CH2:39][CH2:40][CH2:41][CH2:42][CH2:43][C:44](O)=[O:45]. Product: [CH3:14][C:10]([S:9][C:6]1[S:7][CH:8]=[C:4]([CH2:3][CH2:2][NH:1][C:44](=[O:45])[CH2:43][CH2:42][CH2:41][CH2:40][CH2:39][CH2:38][CH:37]([CH3:36])[CH3:47])[N:5]=1)([CH3:15])[C:11]([OH:13])=[O:12]. The catalyst class is: 9. (7) Reactant: [F:1][C:2]1[CH:3]=[C:4]([C:8]2[CH:9]=[C:10]3[C:14](=[C:15]([C:17]([NH2:19])=[O:18])[CH:16]=2)[NH:13][N:12]=[C:11]3[CH:20]2[CH2:25][CH2:24][NH:23][CH2:22][CH2:21]2)[CH:5]=[CH:6][CH:7]=1.Cl[CH2:27][CH2:28][S:29](Cl)(=[O:31])=[O:30].C(N(CC)CC)C.C([O-])([O-])=O.[K+].[K+].[NH:46]1[CH2:51][CH2:50][CH:49]([OH:52])[CH2:48][CH2:47]1. Product: [F:1][C:2]1[CH:3]=[C:4]([C:8]2[CH:9]=[C:10]3[C:14](=[C:15]([C:17]([NH2:19])=[O:18])[CH:16]=2)[NH:13][N:12]=[C:11]3[CH:20]2[CH2:25][CH2:24][N:23]([S:29]([CH2:28][CH2:27][N:46]3[CH2:51][CH2:50][CH:49]([OH:52])[CH2:48][CH2:47]3)(=[O:31])=[O:30])[CH2:22][CH2:21]2)[CH:5]=[CH:6][CH:7]=1. The catalyst class is: 3. (8) Reactant: [N+:1]([C:4]1[CH:9]=[CH:8][C:7]([CH:10]([C:12]2[CH:17]=[CH:16][CH:15]=[CH:14][N:13]=2)[OH:11])=[C:6]([O:18][CH2:19][C:20]([F:23])([F:22])[F:21])[CH:5]=1)([O-])=O. Product: [NH2:1][C:4]1[CH:9]=[CH:8][C:7]([CH:10]([C:12]2[CH:17]=[CH:16][CH:15]=[CH:14][N:13]=2)[OH:11])=[C:6]([O:18][CH2:19][C:20]([F:23])([F:21])[F:22])[CH:5]=1. The catalyst class is: 178. (9) Reactant: C(N(CC)CC)C.[N:8]([C:11]1[CH:20]=[CH:19][CH:18]=[CH:17][C:12]=1[C:13]([O:15]C)=O)=[C:9]=[S:10].[NH2:21][CH2:22][CH2:23][CH2:24][C:25]([O:27][CH3:28])=[O:26]. Product: [O:15]=[C:13]1[C:12]2[C:11](=[CH:20][CH:19]=[CH:18][CH:17]=2)[NH:8][C:9](=[S:10])[N:21]1[CH2:22][CH2:23][CH2:24][C:25]([O:27][CH3:28])=[O:26]. The catalyst class is: 5. (10) Product: [Br:1][C:2]1[CH:21]=[N:20][CH:19]=[CH:18][C:3]=1[C:4]1[O:17][C:8]2[CH:9]=[CH:10][C:11]([C:13]([F:16])([F:15])[F:14])=[CH:12][C:7]=2[N:6]=1. The catalyst class is: 11. Reactant: [Br:1][C:2]1[CH:21]=[N:20][CH:19]=[CH:18][C:3]=1[C:4]([NH:6][C:7]1[CH:12]=[C:11]([C:13]([F:16])([F:15])[F:14])[CH:10]=[CH:9][C:8]=1[OH:17])=O.O1CCCC1.C1(P(C2C=CC=CC=2)C2C=CC=CC=2)C=CC=CC=1.N(C(OCC)=O)=NC(OCC)=O.